This data is from Full USPTO retrosynthesis dataset with 1.9M reactions from patents (1976-2016). The task is: Predict the reactants needed to synthesize the given product. (1) Given the product [CH:35]1([C:34]2[C:30]([CH:21]([CH2:20][CH2:19][OH:18])[CH2:22][C:23]([O:25][C:26]([CH3:28])([CH3:27])[CH3:29])=[O:24])=[N:31][O:32][C:33]=2[CH:38]2[CH2:39][CH:40]([CH2:42][CH:43]([CH3:45])[CH3:44])[CH2:41]2)[CH2:36][CH2:37]1, predict the reactants needed to synthesize it. The reactants are: [Si]([O:18][CH2:19][CH2:20][CH:21]([C:30]1[C:34]([CH:35]2[CH2:37][CH2:36]2)=[C:33]([CH:38]2[CH2:41][CH:40]([CH2:42][CH:43]([CH3:45])[CH3:44])[CH2:39]2)[O:32][N:31]=1)[CH2:22][C:23]([O:25][C:26]([CH3:29])([CH3:28])[CH3:27])=[O:24])(C(C)(C)C)(C1C=CC=CC=1)C1C=CC=CC=1.O1CCCC1.[F-].C([N+](CCCC)(CCCC)CCCC)CCC. (2) Given the product [OH:1][C:2]1[CH:3]=[CH:4][C:5]([CH2:14][CH2:15][C:16]([O:18][CH2:19][CH3:20])=[O:17])=[C:6]([C:8]2[CH:13]=[CH:12][CH:11]=[CH:10][CH:9]=2)[CH:7]=1, predict the reactants needed to synthesize it. The reactants are: [OH:1][C:2]1[CH:3]=[CH:4][C:5](/[CH:14]=[CH:15]/[C:16]([O:18][CH2:19][CH3:20])=[O:17])=[C:6]([C:8]2[CH:13]=[CH:12][CH:11]=[CH:10][CH:9]=2)[CH:7]=1.[H][H].